This data is from Full USPTO retrosynthesis dataset with 1.9M reactions from patents (1976-2016). The task is: Predict the reactants needed to synthesize the given product. (1) The reactants are: C(C([N:7]1[CH2:10][CH:9]([OH:11])[CH2:8]1)=O)(C)(C)C.C(Cl)Cl.C([O:22][C:23]1[CH:42]=[CH:41][C:26]([CH2:27][C:28]2[C:38]([CH3:39])=[CH:37][C:31]([O:32][CH2:33][C:34](O)=[O:35])=[CH:30][C:29]=2[CH3:40])=[CH:25][C:24]=1[CH:43]([CH3:45])[CH3:44])C1C=CC=CC=1.C([SiH](CC)CC)C. Given the product [OH:22][C:23]1[CH:42]=[CH:41][C:26]([CH2:27][C:28]2[C:38]([CH3:39])=[CH:37][C:31]([O:32][CH2:33][C:34]([O:11][CH:9]3[CH2:8][NH:7][CH2:10]3)=[O:35])=[CH:30][C:29]=2[CH3:40])=[CH:25][C:24]=1[CH:43]([CH3:45])[CH3:44], predict the reactants needed to synthesize it. (2) Given the product [CH2:6]([C@@H:5]1[N:8]([CH2:27][C:28]2[CH:29]=[CH:30][C:31]([F:34])=[CH:32][CH:33]=2)[C:9](=[O:26])[C:10]([C:11]2[N:12]=[S:13]([CH3:25])(=[O:24])[C:14]3[CH:20]=[C:19]([N+:21]([O-:23])=[O:22])[CH:18]=[CH:17][C:15]=3[N:16]=2)=[C:3]([OH:2])[CH2:4]1)[CH3:7], predict the reactants needed to synthesize it. The reactants are: C[O:2][C:3](=O)[CH2:4][C@@H:5]([N:8]([CH2:27][C:28]1[CH:33]=[CH:32][C:31]([F:34])=[CH:30][CH:29]=1)[C:9](=[O:26])[CH2:10][C:11]1[N:12]=[S:13]([CH3:25])(=[O:24])[C:14]2[CH:20]=[C:19]([N+:21]([O-:23])=[O:22])[CH:18]=[CH:17][C:15]=2[N:16]=1)[CH2:6][CH3:7].[O-]CC.[Na+]. (3) Given the product [C:1]1([C:3](=[CH:5][CH:6]=[CH:7][CH:8]=1)[O-:4])[O-:2].[Ba+2:13], predict the reactants needed to synthesize it. The reactants are: [C:1]1([C:3](=[CH:5][CH:6]=[CH:7][CH:8]=1)[OH:4])[OH:2].CC(C)[O-].[Ba+2:13].CC(C)[O-]. (4) Given the product [CH:26]1([NH:25][C:23](=[O:24])[C:21]2[CH:20]=[CH:19][C:18]([CH3:29])=[C:17]([N:16]3[C:14](=[O:15])[C:13]4[C:12](=[CH:33][CH:32]=[C:31]([N:34]5[CH2:35][CH2:36][O:37][CH2:38][CH2:39]5)[CH:30]=4)[N:11]=[CH:1]3)[CH:22]=2)[CH2:28][CH2:27]1, predict the reactants needed to synthesize it. The reactants are: [CH2:1](OC(OCC)OCC)C.[NH2:11][C:12]1[CH:33]=[CH:32][C:31]([N:34]2[CH2:39][CH2:38][O:37][CH2:36][CH2:35]2)=[CH:30][C:13]=1[C:14]([NH:16][C:17]1[CH:22]=[C:21]([C:23]([NH:25][CH:26]2[CH2:28][CH2:27]2)=[O:24])[CH:20]=[CH:19][C:18]=1[CH3:29])=[O:15].C(O)(=O)C. (5) Given the product [F:1][C:2]1[CH:3]=[C:4]([NH:5][N:25]=[C:28]([N+:21]([O-:23])=[O:22])[CH2:29][CH3:30])[CH:6]=[CH:7][C:8]=1[O:9][C:10]1[CH:15]=[CH:14][CH:13]=[C:12]([C:16]([F:17])([F:18])[F:19])[CH:11]=1, predict the reactants needed to synthesize it. The reactants are: [F:1][C:2]1[CH:3]=[C:4]([CH:6]=[CH:7][C:8]=1[O:9][C:10]1[CH:15]=[CH:14][CH:13]=[C:12]([C:16]([F:19])([F:18])[F:17])[CH:11]=1)[NH2:5].Cl.[N:21]([O-:23])=[O:22].[Na+].[N+:25]([CH2:28][CH2:29][CH3:30])([O-])=O.[OH-].[Na+]. (6) Given the product [ClH:17].[NH2:1][CH2:4][C:5]1[CH:6]=[CH:7][C:8]([CH:11]([OH:16])[CH2:12][CH:13]([CH3:14])[CH3:15])=[N:9][CH:10]=1, predict the reactants needed to synthesize it. The reactants are: [N:1]([CH2:4][C:5]1[CH:6]=[CH:7][C:8]([C:11](=[O:16])[CH2:12][CH:13]([CH3:15])[CH3:14])=[N:9][CH:10]=1)=[N+]=[N-].[ClH:17]. (7) Given the product [NH2:1][C:2]1[C:10]2[C:9]([C:11]3[CH:16]=[CH:15][C:14]([Cl:17])=[C:13]([Cl:18])[CH:12]=3)=[N:8][C:7]([NH:25][CH2:26][CH2:27][CH:28]([OH:30])[CH3:29])=[N:6][C:5]=2[S:4][C:3]=1[C:22]([NH2:24])=[O:23], predict the reactants needed to synthesize it. The reactants are: [NH2:1][C:2]1[C:10]2[C:9]([C:11]3[CH:16]=[CH:15][C:14]([Cl:17])=[C:13]([Cl:18])[CH:12]=3)=[N:8][C:7](S(C)=O)=[N:6][C:5]=2[S:4][C:3]=1[C:22]([NH2:24])=[O:23].[NH2:25][CH2:26][CH2:27][CH:28]([OH:30])[CH3:29]. (8) Given the product [NH2:1][S:3]([C:6]1[CH:7]=[C:8]([CH2:12][C:13]([O:15][CH3:16])=[O:14])[CH:9]=[CH:10][CH:11]=1)(=[O:5])=[O:4], predict the reactants needed to synthesize it. The reactants are: [NH3:1].Cl[S:3]([C:6]1[CH:7]=[C:8]([CH2:12][C:13]([O:15][CH3:16])=[O:14])[CH:9]=[CH:10][CH:11]=1)(=[O:5])=[O:4]. (9) The reactants are: [C:1]([O:4][C@@H:5]1[C@@H:10]([O:11][C:12](=[O:14])[CH3:13])[C@H:9]([O:15][C:16](=[O:18])[CH3:17])[C@@H:8]([CH2:19][O:20][C:21](=[O:23])[CH3:22])[O:7][CH:6]1[O:24]C1C=CC(C=O)=CC=1)(=[O:3])[CH3:2].[CH3:33][C:34]([CH3:37])([O-])[CH3:35].[K+].[Br-].[C:40]1([P+](C2C=CC=CC=2)(C2C=CC=CC=2)CC2OCCO2)[CH:45]=CC=C[CH:41]=1.[OH2:65].[CH2:66]1[CH2:70][O:69][CH2:68][CH2:67]1. Given the product [C:1]([O:4][C@@H:5]1[C@@H:10]([O:11][C:12](=[O:14])[CH3:13])[C@H:9]([O:15][C:16](=[O:18])[CH3:17])[C@@H:8]([CH2:19][O:20][C:21](=[O:23])[CH3:22])[O:7][CH:6]1[O:24][CH:66]1[CH2:70][O:69][CH:68](/[CH:67]=[CH:33]/[C:34]2[CH:37]=[CH:45][CH:40]=[CH:41][CH:35]=2)[O:65]1)(=[O:3])[CH3:2], predict the reactants needed to synthesize it.